From a dataset of Full USPTO retrosynthesis dataset with 1.9M reactions from patents (1976-2016). Predict the reactants needed to synthesize the given product. (1) Given the product [CH3:32][C:6]1([CH3:33])[CH2:5][NH:4][C:9]2[CH:10]=[C:11]([NH:14][C:15](=[O:31])[C:16]3[CH:21]=[CH:20][CH:19]=[N:18][C:17]=3[NH:22][CH2:23][C:24]3[CH:25]=[CH:26][C:27]([F:30])=[CH:28][CH:29]=3)[CH:12]=[CH:13][C:8]=2[O:7]1, predict the reactants needed to synthesize it. The reactants are: C([N:4]1[C:9]2[CH:10]=[C:11]([NH:14][C:15](=[O:31])[C:16]3[CH:21]=[CH:20][CH:19]=[N:18][C:17]=3[NH:22][CH2:23][C:24]3[CH:29]=[CH:28][C:27]([F:30])=[CH:26][CH:25]=3)[CH:12]=[CH:13][C:8]=2[O:7][C:6]([CH3:33])([CH3:32])[CH2:5]1)(=O)C.C([O-])(O)=O.[Na+]. (2) Given the product [CH3:9][N:7]([CH2:6][C:5]1[CH:10]=[CH:11][C:12]([NH2:13])=[C:3]([O:2][CH3:1])[CH:4]=1)[CH3:8], predict the reactants needed to synthesize it. The reactants are: [CH3:1][O:2][C:3]1[CH:4]=[C:5]([CH:10]=[CH:11][C:12]=1[N+:13]([O-])=O)[CH2:6][N:7]([CH3:9])[CH3:8].NC1C=CC=CC=1.